Dataset: Catalyst prediction with 721,799 reactions and 888 catalyst types from USPTO. Task: Predict which catalyst facilitates the given reaction. (1) Reactant: C(C1OC1)Cl.C(C(CCCCC)CO)CC.Cl[CH2:18][CH:19]([OH:32])[CH2:20][O:21][CH2:22][CH:23]([CH2:29][CH2:30][CH3:31])[CH2:24][CH2:25][CH2:26][CH2:27][CH3:28].CC(C)([O-])C.[K+]. Product: [CH2:20]([O:21][CH2:22][CH:23]([CH2:29][CH2:30][CH3:31])[CH2:24][CH2:25][CH2:26][CH2:27][CH3:28])[CH:19]1[O:32][CH2:18]1. The catalyst class is: 7. (2) Reactant: [C:1]([OH:13])(=O)[C:2]1[CH:11]=[CH:10][C:9]2[C:4](=[CH:5][CH:6]=[CH:7][CH:8]=2)[N:3]=1.C(N1C=CN=C1)(N1C=CN=C1)=O.[NH2:26][C@H:27]([C:31]([OH:33])=[O:32])[CH:28]([CH3:30])[CH3:29].[OH-].[Li+].Cl. Product: [C:1]([NH:26][C@H:27]([C:31]([OH:33])=[O:32])[CH:28]([CH3:30])[CH3:29])(=[O:13])[C:2]1[CH:11]=[CH:10][C:9]2[C:4](=[CH:5][CH:6]=[CH:7][CH:8]=2)[N:3]=1. The catalyst class is: 38. (3) Reactant: [F:1][C:2]1[CH:12]=[C:11](F)[C:10]([N+:14]([O-:16])=[O:15])=[CH:9][C:3]=1[C:4]([O:6][CH2:7][CH3:8])=[O:5].[NH3:17].O. Product: [NH2:17][C:11]1[C:10]([N+:14]([O-:16])=[O:15])=[CH:9][C:3]([C:4]([O:6][CH2:7][CH3:8])=[O:5])=[C:2]([F:1])[CH:12]=1. The catalyst class is: 1. (4) Reactant: [NH2:1][C:2]1[C:3]([C:9]([NH:11][C:12]2[CH:17]=[CH:16][CH:15]=[C:14]([C:18]#[C:19][Si](C)(C)C)[N:13]=2)=[O:10])=[N:4][C:5]([Cl:8])=[CH:6][N:7]=1.CCCC[N+](CCCC)(CCCC)CCCC.[F-]. Product: [NH2:1][C:2]1[C:3]([C:9]([NH:11][C:12]2[CH:17]=[CH:16][CH:15]=[C:14]([C:18]#[CH:19])[N:13]=2)=[O:10])=[N:4][C:5]([Cl:8])=[CH:6][N:7]=1. The catalyst class is: 1. (5) Reactant: [OH:1][C:2]1[CH:7]=[CH:6][C:5]([CH2:8][C:9]#[N:10])=[CH:4][CH:3]=1.[F:11][C:12]1[CH:19]=[CH:18][CH:17]=[C:16]([F:20])[C:13]=1[CH2:14]Br. Product: [F:11][C:12]1[CH:19]=[CH:18][CH:17]=[C:16]([F:20])[C:13]=1[CH2:14][O:1][C:2]1[CH:7]=[CH:6][C:5]([CH2:8][C:9]#[N:10])=[CH:4][CH:3]=1. The catalyst class is: 3. (6) Reactant: [NH2:1][C@@H:2]([CH2:15][C@H:16]1[CH2:21][CH2:20][CH2:19][O:18][CH2:17]1)[CH2:3][N:4]([CH3:14])[C:5](=[O:13])[O:6][CH2:7][CH2:8][Si:9]([CH3:12])([CH3:11])[CH3:10].Cl[C:23]([O:25][C:26]1[CH:31]=[CH:30][C:29]([N+:32]([O-:34])=[O:33])=[CH:28][CH:27]=1)=[O:24].C([O-])(O)=O.[Na+]. Product: [CH3:14][N:4]([CH2:3][C@@H:2]([NH:1][C:23](=[O:24])[O:25][C:26]1[CH:27]=[CH:28][C:29]([N+:32]([O-:34])=[O:33])=[CH:30][CH:31]=1)[CH2:15][C@H:16]1[CH2:21][CH2:20][CH2:19][O:18][CH2:17]1)[C:5]([O:6][CH2:7][CH2:8][Si:9]([CH3:12])([CH3:11])[CH3:10])=[O:13]. The catalyst class is: 23. (7) Reactant: [Cl:1][C:2]1[CH:25]=[CH:24][CH:23]=[C:22]([Cl:26])[C:3]=1[CH2:4][C:5]1[S:6][CH:7]=[C:8]([C:10]2[CH:19]=[CH:18][C:17]3[C:12](=[CH:13][CH:14]=[C:15]([O:20]C)[CH:16]=3)[CH:11]=2)[N:9]=1.Br. Product: [Cl:26][C:22]1[CH:23]=[CH:24][CH:25]=[C:2]([Cl:1])[C:3]=1[CH2:4][C:5]1[S:6][CH:7]=[C:8]([C:10]2[CH:11]=[C:12]3[C:17](=[CH:18][CH:19]=2)[CH:16]=[C:15]([OH:20])[CH:14]=[CH:13]3)[N:9]=1. The catalyst class is: 52.